Dataset: Catalyst prediction with 721,799 reactions and 888 catalyst types from USPTO. Task: Predict which catalyst facilitates the given reaction. (1) Reactant: Cl[C:2]1[C:11]([C:12]#[N:13])=[CH:10][C:9]2[CH2:8][CH2:7][CH2:6][CH2:5][C:4]=2[N:3]=1.C(=O)([O-])[O-].[K+].[K+].[C@@H:20]1(N)[CH2:25][CH2:24][CH2:23][CH2:22][C@H:21]1[NH2:26].[CH:28]1(NCC)CCC[CH2:29]1. The catalyst class is: 185. Product: [CH:22]1([CH2:21][N:26]([CH2:28][CH3:29])[C:2]2[C:11]([C:12]#[N:13])=[CH:10][C:9]3[CH2:8][CH2:7][CH2:6][CH2:5][C:4]=3[N:3]=2)[CH2:23][CH2:24][CH2:25][CH2:20]1. (2) Product: [Br:10][C:7]1[CH:6]=[C:5]2[C:4]([C:1]([CH3:2])=[N:22][N:21]2[CH2:20][CH2:19][CH2:18][O:17][CH3:16])=[CH:9][CH:8]=1. Reactant: [C:1]([C:4]1[CH:9]=[CH:8][C:7]([Br:10])=[CH:6][C:5]=1OS(C)(=O)=O)(=O)[CH3:2].[CH3:16][O:17][CH2:18][CH2:19][CH2:20][NH:21][NH2:22].C([O-])(=O)C.[NH4+].O. The catalyst class is: 673.